This data is from Forward reaction prediction with 1.9M reactions from USPTO patents (1976-2016). The task is: Predict the product of the given reaction. Given the reactants [Li]CCCC.[N:6]1([C:11]2[CH:31]=[CH:30][C:14]([CH2:15][C:16]3[C:17]([O:28][CH3:29])=[N:18][C:19]4[C:24]([C:25]=3[Cl:26])=[CH:23][C:22](Br)=[CH:21][CH:20]=4)=[CH:13][CH:12]=2)[CH:10]=[CH:9][CH:8]=[N:7]1.[F:32][C:33]1[CH:38]=[CH:37][C:36]([C:39]([C:41]2[CH:42]=[N:43][CH:44]=[CH:45][CH:46]=2)=[O:40])=[CH:35][CH:34]=1, predict the reaction product. The product is: [N:6]1([C:11]2[CH:31]=[CH:30][C:14]([CH2:15][C:16]3[C:17]([O:28][CH3:29])=[N:18][C:19]4[C:24]([C:25]=3[Cl:26])=[CH:23][C:22]([C:39]([C:36]3[CH:37]=[CH:38][C:33]([F:32])=[CH:34][CH:35]=3)([C:41]3[CH:42]=[N:43][CH:44]=[CH:45][CH:46]=3)[OH:40])=[CH:21][CH:20]=4)=[CH:13][CH:12]=2)[CH:10]=[CH:9][CH:8]=[N:7]1.